Dataset: Forward reaction prediction with 1.9M reactions from USPTO patents (1976-2016). Task: Predict the product of the given reaction. Given the reactants [Si:1]([O:8][C@H:9]([C:33]1[CH:34]=[N:35][C:36](Cl)=[CH:37][CH:38]=1)[C@H:10]1[CH2:14][CH2:13][C@@H:12]([CH2:15][C:16]2[CH:21]=[CH:20][C:19]([C:22]([O:24][CH3:25])=[O:23])=[CH:18][CH:17]=2)[N:11]1[C:26]([O:28][C:29]([CH3:32])([CH3:31])[CH3:30])=[O:27])([C:4]([CH3:7])([CH3:6])[CH3:5])([CH3:3])[CH3:2].C([O-])(=O)C.[K+], predict the reaction product. The product is: [Si:1]([O:8][C@H:9]([C:33]1[CH:34]=[N:35][CH:36]=[CH:37][CH:38]=1)[C@H:10]1[CH2:14][CH2:13][C@@H:12]([CH2:15][C:16]2[CH:21]=[CH:20][C:19]([C:22]([O:24][CH3:25])=[O:23])=[CH:18][CH:17]=2)[N:11]1[C:26]([O:28][C:29]([CH3:30])([CH3:32])[CH3:31])=[O:27])([C:4]([CH3:5])([CH3:6])[CH3:7])([CH3:2])[CH3:3].